Dataset: Forward reaction prediction with 1.9M reactions from USPTO patents (1976-2016). Task: Predict the product of the given reaction. (1) Given the reactants [N:1]([N:3]([C:8]1[CH:13]=[CH:12][CH:11]=[CH:10][CH:9]=1)[CH2:4][C:5]([OH:7])=[O:6])=O.C(OC(=O)C)(=O)C, predict the reaction product. The product is: [C:8]1([N+:3]2[N-:1][O:6][C:5](=[O:7])[CH:4]=2)[CH:13]=[CH:12][CH:11]=[CH:10][CH:9]=1. (2) Given the reactants [Cl:1][C:2]1[N:7]=[CH:6][C:5]([OH:8])=[C:4]([C:9]2[NH:10][C:11]3[C:16]([CH:17]=2)=[C:15]([F:18])[CH:14]=[CH:13][CH:12]=3)[CH:3]=1.CCN(C(C)C)C(C)C.[O:28](S(C(F)(F)F)(=O)=O)[S:29]([C:32]([F:35])([F:34])[F:33])(=O)=[O:30], predict the reaction product. The product is: [F:33][C:32]([F:35])([F:34])[S:29]([O:8][C:5]1[CH:6]=[N:7][C:2]([Cl:1])=[CH:3][C:4]=1[C:9]1[NH:10][C:11]2[C:16]([CH:17]=1)=[C:15]([F:18])[CH:14]=[CH:13][CH:12]=2)(=[O:30])=[O:28].